From a dataset of Full USPTO retrosynthesis dataset with 1.9M reactions from patents (1976-2016). Predict the reactants needed to synthesize the given product. Given the product [CH3:3][C:4]1([C:9]2[CH:10]=[C:11]([CH:21]=[CH:22][CH:23]=2)[CH2:12][N:13]2[CH:17]=[C:16]([NH2:18])[CH:15]=[N:14]2)[O:8][CH2:7][CH2:6][O:5]1, predict the reactants needed to synthesize it. The reactants are: N#N.[CH3:3][C:4]1([C:9]2[CH:10]=[C:11]([CH:21]=[CH:22][CH:23]=2)[CH2:12][N:13]2[CH:17]=[C:16]([N+:18]([O-])=O)[CH:15]=[N:14]2)[O:8][CH2:7][CH2:6][O:5]1.[NH4+].[Cl-].